From a dataset of Full USPTO retrosynthesis dataset with 1.9M reactions from patents (1976-2016). Predict the reactants needed to synthesize the given product. Given the product [N+:11]([C:2]1[C:3]2[C:7](=[N:6][O:5][N:4]=2)[C:8]([NH:19][CH2:20][CH2:21][CH2:22][CH2:23][CH2:24][CH2:25][CH2:26][C:27]([OH:29])=[O:28])=[CH:9][CH:1]=1)([O-:13])=[O:12], predict the reactants needed to synthesize it. The reactants are: [CH:1]1[CH:9]=[C:8](Cl)[C:7]2[C:3](=[N:4][O:5][N:6]=2)[C:2]=1[N+:11]([O-:13])=[O:12].C([O-])(O)=O.[Na+].[NH2:19][CH2:20][CH2:21][CH2:22][CH2:23][CH2:24][CH2:25][CH2:26][C:27]([OH:29])=[O:28].